From a dataset of Full USPTO retrosynthesis dataset with 1.9M reactions from patents (1976-2016). Predict the reactants needed to synthesize the given product. (1) Given the product [NH2:20][C:12]1[C:13]2[C:18](=[CH:17][CH:16]=[CH:15][C:14]=2[F:19])[C:10]([C:4]2[CH:5]=[CH:6][C:7]([O:8][CH3:9])=[C:2]([CH:3]=2)[C:62]#[N:63])([C:21]2[CH:26]=[CH:25][CH:24]=[C:23]([C:27]3[CH:28]=[N:29][CH:30]=[N:31][CH:32]=3)[CH:22]=2)[N:11]=1, predict the reactants needed to synthesize it. The reactants are: Cl[C:2]1[CH:3]=[C:4]([C:10]2([C:21]3[CH:26]=[CH:25][CH:24]=[C:23]([C:27]4[CH:28]=[N:29][CH:30]=[N:31][CH:32]=4)[CH:22]=3)[C:18]3[C:13](=[C:14]([F:19])[CH:15]=[CH:16][CH:17]=3)[C:12]([NH2:20])=[N:11]2)[CH:5]=[CH:6][C:7]=1[O:8][CH3:9].C1(P(C2CCCCC2)C2C=CC=CC=2C2C(OC)=CC=CC=2OC)CCCCC1.[CH3:62][N:63](C=O)C. (2) Given the product [F:1][C:2]1[CH:3]=[CH:4][C:5]([CH:8]([NH2:12])[CH2:9][O:10][CH3:11])=[N:6][CH:7]=1, predict the reactants needed to synthesize it. The reactants are: [F:1][C:2]1[CH:3]=[CH:4][C:5]([C:8](=[N:12]O)[CH2:9][O:10][CH3:11])=[N:6][CH:7]=1.